Task: Predict the reactants needed to synthesize the given product.. Dataset: Full USPTO retrosynthesis dataset with 1.9M reactions from patents (1976-2016) (1) Given the product [CH:1]1([N:4]2[C:13]3[C:8](=[CH:9][C:10]([F:17])=[C:11]([F:16])[C:12]=3[OH:14])[C:7](=[O:18])[C:6]([C:19]([OH:21])=[O:20])=[CH:5]2)[CH2:2][CH2:3]1, predict the reactants needed to synthesize it. The reactants are: [CH:1]1([N:4]2[C:13]3[C:8](=[CH:9][C:10]([F:17])=[C:11]([F:16])[C:12]=3[O:14]C)[C:7](=[O:18])[C:6]([C:19]([O:21]CC)=[O:20])=[CH:5]2)[CH2:3][CH2:2]1. (2) Given the product [O:12]1[CH:16]=[CH:15][CH:14]=[C:13]1[CH2:17][N:18]([CH2:22][C:23]1[CH:24]=[CH:25][C:26]([S:29][C:30]([CH3:39])([CH3:38])[C:31]([O:33][C:34]([CH3:37])([CH3:36])[CH3:35])=[O:32])=[CH:27][CH:28]=1)[CH2:19][C:20]#[C:21][C:8]([C:5]1[CH:6]=[CH:7][C:2]([CH3:11])=[CH:3][CH:4]=1)=[O:9], predict the reactants needed to synthesize it. The reactants are: [Cl-].[C:2]1([CH3:11])[CH:7]=[CH:6][C:5]([C:8](Cl)=[O:9])=[CH:4][CH:3]=1.[O:12]1[CH:16]=[CH:15][CH:14]=[C:13]1[CH2:17][N:18]([CH2:22][C:23]1[CH:28]=[CH:27][C:26]([S:29][C:30]([CH3:39])([CH3:38])[C:31]([O:33][C:34]([CH3:37])([CH3:36])[CH3:35])=[O:32])=[CH:25][CH:24]=1)[CH2:19][C:20]#[CH:21].O. (3) The reactants are: [CH2:1]([O:8][C:9]1[CH:10]=[C:11]([CH2:16][OH:17])[CH:12]=[CH:13][C:14]=1[CH3:15])[C:2]1[CH:7]=[CH:6][CH:5]=[CH:4][CH:3]=1.I(C1C=CC=CC=1C(O)=O)(=O)=O.C(OCC)(=O)C. Given the product [CH2:1]([O:8][C:9]1[CH:10]=[C:11]([CH:12]=[CH:13][C:14]=1[CH3:15])[CH:16]=[O:17])[C:2]1[CH:3]=[CH:4][CH:5]=[CH:6][CH:7]=1, predict the reactants needed to synthesize it. (4) Given the product [CH3:1][NH:2][N:3]1[CH2:12][CH2:11][C:10]2[C:5](=[CH:6][CH:7]=[CH:8][CH:9]=2)[CH2:4]1, predict the reactants needed to synthesize it. The reactants are: [CH2:1]=[N:2][N:3]1[CH2:12][CH2:11][C:10]2[C:5](=[CH:6][CH:7]=[CH:8][CH:9]=2)[CH2:4]1.N(N1CCC2C(=CC=CC=2)C1)=O. (5) Given the product [OH:16][CH2:15][C:6]1[CH:7]=[CH:8][C:9]2[C:10]3[S:14][CH:13]=[CH:12][C:11]=3[C:2](=[O:1])[NH:3][C:4]=2[CH:5]=1, predict the reactants needed to synthesize it. The reactants are: [O:1]=[C:2]1[C:11]2[CH:12]=[CH:13][S:14][C:10]=2[C:9]2[CH:8]=[CH:7][C:6]([C:15](O)=[O:16])=[CH:5][C:4]=2[NH:3]1.[H-].[H-].[H-].[H-].[Li+].[Al+3].O.CO. (6) The reactants are: [NH2:1][C@@H:2]1[CH2:8][CH2:7][CH2:6][N:5]([C:9]2[N:13]([CH3:14])[N:12]=[CH:11][C:10]=2[NH:15][C:16]([C:18]2[N:19]=[C:20]([C:31]3[C:36]([F:37])=[CH:35][CH:34]=[CH:33][C:32]=3[F:38])[S:21][C:22]=2[NH:23][C:24](=[O:30])[O:25][C:26]([CH3:29])([CH3:28])[CH3:27])=[O:17])[CH2:4][CH2:3]1.FC(F)(F)S(O[CH2:45][C:46]([F:49])([F:48])[F:47])(=O)=O.C(N(CC)C(C)C)(C)C. Given the product [F:38][C:32]1[CH:33]=[CH:34][CH:35]=[C:36]([F:37])[C:31]=1[C:20]1[S:21][C:22]([NH:23][C:24](=[O:30])[O:25][C:26]([CH3:29])([CH3:28])[CH3:27])=[C:18]([C:16](=[O:17])[NH:15][C:10]2[CH:11]=[N:12][N:13]([CH3:14])[C:9]=2[N:5]2[CH2:6][CH2:7][CH2:8][C@@H:2]([NH:1][CH2:45][C:46]([F:49])([F:48])[F:47])[CH2:3][CH2:4]2)[N:19]=1, predict the reactants needed to synthesize it. (7) Given the product [NH2:7][C:8]1[N:9]([CH3:25])[C:10](=[O:24])[C:11]([CH3:23])([CH3:22])[C@:12]([C:15]2[CH:16]=[C:17]([NH:21][C:32]([C:29]3([C:27]#[N:28])[CH2:31][CH2:30]3)=[O:33])[CH:18]=[CH:19][CH:20]=2)([CH3:14])[N:13]=1, predict the reactants needed to synthesize it. The reactants are: C(OC(=O)[NH:7][C:8]1[N:9]([CH3:25])[C:10](=[O:24])[C:11]([CH3:23])([CH3:22])[C@:12]([C:15]2[CH:20]=[CH:19][CH:18]=[C:17]([NH2:21])[CH:16]=2)([CH3:14])[N:13]=1)(C)(C)C.[C:27]([C:29]1([C:32](O)=[O:33])[CH2:31][CH2:30]1)#[N:28].